From a dataset of Forward reaction prediction with 1.9M reactions from USPTO patents (1976-2016). Predict the product of the given reaction. (1) The product is: [C:49]([O:48][C:42]1[C:41]([CH3:52])=[C:40]2[C:45]([C:46](=[O:47])[C:37]([C:36]3[CH:35]=[CH:34][C:33]([O:32][CH3:29])=[CH:54][CH:53]=3)=[CH:38][O:39]2)=[CH:44][CH:43]=1)(=[O:51])[CH3:50]. Given the reactants OC1C(C)=C2C(C(=O)C(C3C=CC(OC)=CC=3)CO2)=CC=1.C(OC(=O)C)(=O)C.[C:29]([O:32][C:33]1[CH:54]=[CH:53][C:36]([C:37]2[C:46](=[O:47])[C:45]3[C:40](=[C:41]([CH3:52])[C:42]([O:48][C:49](=[O:51])[CH3:50])=[CH:43][CH:44]=3)[O:39][CH:38]=2)=[CH:35][CH:34]=1)(=O)C, predict the reaction product. (2) Given the reactants CN1CCCC1=O.Cl[C:9]1[N:10]([CH2:32][CH:33]2[CH2:35][CH2:34]2)[C:11]2[C:16]([N:17]=1)=[C:15]([N:18]1[CH2:23][CH2:22][O:21][CH2:20][CH2:19]1)[N:14]=[C:13]([C:24]1[C:25]([CH3:31])=[N:26][C:27]([NH2:30])=[N:28][CH:29]=1)[N:12]=2.[NH:36]1[CH2:44][CH2:43][CH:39]([C:40]([NH2:42])=[O:41])[CH2:38][CH2:37]1, predict the reaction product. The product is: [NH2:30][C:27]1[N:26]=[C:25]([CH3:31])[C:24]([C:13]2[N:12]=[C:11]3[C:16]([N:17]=[C:9]([N:36]4[CH2:44][CH2:43][CH:39]([C:40]([NH2:42])=[O:41])[CH2:38][CH2:37]4)[N:10]3[CH2:32][CH:33]3[CH2:35][CH2:34]3)=[C:15]([N:18]3[CH2:23][CH2:22][O:21][CH2:20][CH2:19]3)[N:14]=2)=[CH:29][N:28]=1. (3) Given the reactants [Cl:1][C:2]1[CH:10]=[C:9]([CH:11]([O:19][CH2:20][C:21]2([C:34]3[CH:39]=[CH:38][C:37]([F:40])=[CH:36][CH:35]=3)[CH2:26][CH2:25][N:24]([C:27]([O:29][C:30]([CH3:33])([CH3:32])[CH3:31])=[O:28])[CH2:23][CH2:22]2)[CH2:12][CH2:13]OS(C)(=O)=O)[C:8]2[C:4](=[CH:5][N:6]([CH2:41][O:42][CH2:43][CH2:44][Si:45]([CH3:48])([CH3:47])[CH3:46])[N:7]=2)[CH:3]=1.[Li+].[B-](CC)(CC)CC, predict the reaction product. The product is: [Cl:1][C:2]1[CH:10]=[C:9]([CH:11]([O:19][CH2:20][C:21]2([C:34]3[CH:39]=[CH:38][C:37]([F:40])=[CH:36][CH:35]=3)[CH2:26][CH2:25][N:24]([C:27]([O:29][C:30]([CH3:33])([CH3:32])[CH3:31])=[O:28])[CH2:23][CH2:22]2)[CH2:12][CH3:13])[C:8]2[C:4](=[CH:5][N:6]([CH2:41][O:42][CH2:43][CH2:44][Si:45]([CH3:48])([CH3:46])[CH3:47])[N:7]=2)[CH:3]=1. (4) Given the reactants [C:1]([O:5][C:6]([N:8]1[CH2:13][CH2:12][N:11]([C:14]2[CH:19]=[C:18]([O:20][C:21]([F:24])([F:23])[F:22])[CH:17]=[C:16]([C:25]([O:27]CC)=[O:26])[CH:15]=2)[CH2:10][CH2:9]1)=[O:7])([CH3:4])([CH3:3])[CH3:2].C(OC(N1CCN(CC2C=CC(C(O)=O)=CC=2C(F)(F)F)CC1)=O)(C)(C)C, predict the reaction product. The product is: [C:1]([O:5][C:6]([N:8]1[CH2:9][CH2:10][N:11]([C:14]2[CH:19]=[C:18]([O:20][C:21]([F:23])([F:24])[F:22])[CH:17]=[C:16]([C:25]([OH:27])=[O:26])[CH:15]=2)[CH2:12][CH2:13]1)=[O:7])([CH3:4])([CH3:2])[CH3:3]. (5) Given the reactants [F:1][C:2]1[CH:3]=[C:4]([CH2:12][C:13]([NH:15][C:16]2[CH:25]=[CH:24][CH:23]=[C:22]3[C:17]=2[CH2:18][CH2:19][N:20]([C:26](=[O:43])[C@@H:27]([NH:35]C(=O)OC(C)(C)C)[CH2:28][C:29]2[CH:34]=[CH:33][CH:32]=[CH:31][CH:30]=2)[CH2:21]3)=[O:14])[CH:5]=[CH:6][C:7]=1[C:8]([F:11])([F:10])[F:9].Cl, predict the reaction product. The product is: [NH2:35][C@@H:27]([CH2:28][C:29]1[CH:34]=[CH:33][CH:32]=[CH:31][CH:30]=1)[C:26]([N:20]1[CH2:19][CH2:18][C:17]2[C:22](=[CH:23][CH:24]=[CH:25][C:16]=2[NH:15][C:13](=[O:14])[CH2:12][C:4]2[CH:5]=[CH:6][C:7]([C:8]([F:9])([F:11])[F:10])=[C:2]([F:1])[CH:3]=2)[CH2:21]1)=[O:43].